Dataset: Forward reaction prediction with 1.9M reactions from USPTO patents (1976-2016). Task: Predict the product of the given reaction. (1) Given the reactants CS(C)=[O:3].[C:5](Cl)(=[O:9])[C:6](Cl)=O.C([O:18][CH:19]1[CH2:38][C:23]2[S:24][C:25]([NH2:37])=[C:26]([C:27](=O)[C:28]3[CH:33]=[CH:32][C:31]([O:34][CH3:35])=[CH:30][CH:29]=3)[C:22]=2[CH2:21][C:20]1([CH3:40])[CH3:39])C1C=CC=CC=1.C([N:43]([CH2:46][CH3:47])[CH2:44][CH3:45])C.[CH2:48]([Cl:50])Cl, predict the reaction product. The product is: [Cl:50][C:48]1[C:27]([C:28]2[CH:33]=[CH:32][C:31]([O:34][CH3:35])=[CH:30][CH:29]=2)=[C:26]2[C:22]3[CH2:21][C:20]([CH3:40])([CH3:39])[C:19](=[O:18])[CH2:38][C:23]=3[S:24][C:25]2=[N:37][C:47]=1[CH2:46][N:43]1[C:5](=[O:9])[CH2:6][CH2:45][C:44]1=[O:3]. (2) Given the reactants [CH3:1][C@@H:2]1[CH2:7][N:6](C(OC(C)(C)C)=O)[C@H:5]([CH2:15][NH:16][C:17]2[CH:22]=[CH:21][C:20]([C:23]([F:26])([F:25])[F:24])=[CH:19][N:18]=2)[CH2:4][CH2:3]1.C(O)(C(F)(F)F)=O, predict the reaction product. The product is: [CH3:1][C@@H:2]1[CH2:7][NH:6][C@H:5]([CH2:15][NH:16][C:17]2[CH:22]=[CH:21][C:20]([C:23]([F:26])([F:24])[F:25])=[CH:19][N:18]=2)[CH2:4][CH2:3]1. (3) Given the reactants [C:1]([O:5][C:6]([NH:8][C@H:9]([CH2:20][C:21]1[CH:26]=[C:25]([F:27])[C:24]([F:28])=[CH:23][C:22]=1[F:29])[CH2:10][C:11]([O:13]C1CCCCC1)=[O:12])=[O:7])([CH3:4])([CH3:3])[CH3:2].C(=O)([O-])[O-].[K+].[K+].Cl, predict the reaction product. The product is: [C:1]([O:5][C:6]([NH:8][C@H:9]([CH2:20][C:21]1[CH:26]=[C:25]([F:27])[C:24]([F:28])=[CH:23][C:22]=1[F:29])[CH2:10][C:11]([OH:13])=[O:12])=[O:7])([CH3:4])([CH3:2])[CH3:3]. (4) Given the reactants [CH2:1]([O:3][C:4]([N:6]1[CH2:11][CH2:10][NH:9][CH2:8][CH2:7]1)=[O:5])[CH3:2].[Cl:12][CH2:13][C:14]1[N:18]=[C:17]([C:19]2[CH:20]=[C:21]([CH3:25])[CH:22]=[CH:23][CH:24]=2)[O:16][N:15]=1.C(=O)([O-])[O-].[K+].[K+], predict the reaction product. The product is: [ClH:12].[CH2:1]([O:3][C:4]([N:6]1[CH2:7][CH2:8][N:9]([CH2:13][C:14]2[N:18]=[C:17]([C:19]3[CH:20]=[C:21]([CH3:25])[CH:22]=[CH:23][CH:24]=3)[O:16][N:15]=2)[CH2:10][CH2:11]1)=[O:5])[CH3:2]. (5) Given the reactants [Cl:1][C:2]1[CH:10]=[CH:9][CH:8]=[CH:7][C:3]=1[C:4]([OH:6])=O.[CH2:11]([NH:13][CH2:14][C:15]([CH2:21][NH:22][C:23]1[CH:31]=[C:30]([CH3:32])[CH:29]=[C:28]2[C:24]=1[CH:25]=[N:26][N:27]2[C:33]1[CH:38]=[CH:37][C:36]([F:39])=[CH:35][CH:34]=1)([OH:20])[C:16]([F:19])([F:18])[F:17])[CH3:12], predict the reaction product. The product is: [Cl:1][C:2]1[CH:10]=[CH:9][CH:8]=[CH:7][C:3]=1[C:4]([N:13]([CH2:11][CH3:12])[CH2:14][C:15]([CH2:21][NH:22][C:23]1[CH:31]=[C:30]([CH3:32])[CH:29]=[C:28]2[C:24]=1[CH:25]=[N:26][N:27]2[C:33]1[CH:34]=[CH:35][C:36]([F:39])=[CH:37][CH:38]=1)([OH:20])[C:16]([F:17])([F:19])[F:18])=[O:6]. (6) Given the reactants [NH:1]1[CH2:6][CH2:5][CH:4]([CH:7]([OH:9])[CH3:8])[CH2:3][CH2:2]1.[Cl:10][C:11]1[CH:12]=[C:13]([CH:25]=[CH:26][CH:27]=1)[C:14]([NH:16][C:17]1[C:18](Cl)=[N:19][CH:20]=[C:21]([Cl:23])[CH:22]=1)=[O:15], predict the reaction product. The product is: [Cl:10][C:11]1[CH:12]=[C:13]([CH:25]=[CH:26][CH:27]=1)[C:14]([NH:16][C:17]1[C:18]([N:1]2[CH2:6][CH2:5][CH:4]([CH:7]([OH:9])[CH3:8])[CH2:3][CH2:2]2)=[N:19][CH:20]=[C:21]([Cl:23])[CH:22]=1)=[O:15]. (7) Given the reactants [NH2:1][C:2](=[N:44][OH:45])[C:3]1[CH:4]=[C:5]([CH:41]=[CH:42][CH:43]=1)[CH2:6][O:7][NH:8][C:9]([CH:11]1[C:20]2[C:15](=[CH:16][CH:17]=[CH:18][CH:19]=2)[C:14](=[O:21])[N:13]([CH:22]2[CH2:27][CH2:26][CH2:25][CH2:24][CH:23]2[NH:28][S:29]([CH3:32])(=[O:31])=[O:30])[CH:12]1[C:33]1[CH:38]=[CH:37][C:36]([Cl:39])=[CH:35][C:34]=1[Cl:40])=[O:10].CN(C=O)C.N1C=CC=CC=1.Cl[C:58]([O:60][CH2:61][CH:62]([CH2:67][CH3:68])[CH2:63][CH2:64][CH2:65][CH3:66])=[O:59], predict the reaction product. The product is: [NH2:1][C:2](=[N:44][O:45][C:58]([O:60][CH2:61][CH:62]([CH2:67][CH3:68])[CH2:63][CH2:64][CH2:65][CH3:66])=[O:59])[C:3]1[CH:4]=[C:5]([CH:41]=[CH:42][CH:43]=1)[CH2:6][O:7][NH:8][C:9]([CH:11]1[C:20]2[C:15](=[CH:16][CH:17]=[CH:18][CH:19]=2)[C:14](=[O:21])[N:13]([CH:22]2[CH2:27][CH2:26][CH2:25][CH2:24][CH:23]2[NH:28][S:29]([CH3:32])(=[O:31])=[O:30])[CH:12]1[C:33]1[CH:38]=[CH:37][C:36]([Cl:39])=[CH:35][C:34]=1[Cl:40])=[O:10]. (8) The product is: [Br:1][C:2]1[CH:7]=[CH:6][C:5]([F:8])=[CH:4][C:3]=1[N+:9]([O-:11])=[O:10]. Given the reactants [Br:1][C:2]1[CH:7]=[CH:6][C:5]([F:8])=[CH:4][CH:3]=1.[N+:9]([O-])([O-:11])=[O:10].[K+], predict the reaction product. (9) Given the reactants [CH3:1][S:2][CH2:3][CH2:4][N:5]1[C:9]2[CH:10]=[CH:11][CH:12]=[CH:13][C:8]=2[N:7]=[C:6]1[CH2:14][N:15]1[C:19]2[CH:20]=[CH:21][CH:22]=[C:23](CCN(C)C)[C:18]=2[N:17]=[N:16]1.[OH2:29].[OH2:30].O.O.O.O.C1(=O)OOOOC(=O)C2=CC=CC=C12.[Mg], predict the reaction product. The product is: [CH3:1][S:2]([CH2:3][CH2:4][N:5]1[C:9]2[CH:10]=[CH:11][CH:12]=[CH:13][C:8]=2[N:7]=[C:6]1[CH2:14][N:15]1[C:19]2[CH:20]=[CH:21][CH:22]=[CH:23][C:18]=2[N:17]=[N:16]1)(=[O:30])=[O:29]. (10) Given the reactants [Cl:1][C:2]1[CH:7]=[CH:6][C:5]([CH:8]([C:21]2[CH:26]=[CH:25][C:24]([Cl:27])=[CH:23][CH:22]=2)[C:9]2[CH:10]=[C:11]3[C:16](=[CH:17][CH:18]=2)[N:15]=[C:14]([OH:19])[CH:13]=[C:12]3Br)=[CH:4][CH:3]=1.[CH2:28]([S:30]([N:33]1[CH2:38][CH2:37][CH:36]([NH2:39])[CH2:35][CH2:34]1)(=[O:32])=[O:31])[CH3:29].C([O-])([O-])=O.[Cs+].[Cs+], predict the reaction product. The product is: [Cl:1][C:2]1[CH:7]=[CH:6][C:5]([CH:8]([C:21]2[CH:26]=[CH:25][C:24]([Cl:27])=[CH:23][CH:22]=2)[C:9]2[CH:10]=[C:11]3[C:16](=[CH:17][CH:18]=2)[N:15]=[C:14]([OH:19])[CH:13]=[C:12]3[NH:39][CH:36]2[CH2:37][CH2:38][N:33]([S:30]([CH2:28][CH3:29])(=[O:32])=[O:31])[CH2:34][CH2:35]2)=[CH:4][CH:3]=1.